This data is from Reaction yield outcomes from USPTO patents with 853,638 reactions. The task is: Predict the reaction yield, written as a fraction of the theoretical maximum amount of product (1.0 means a 100% yield; for example, 0.34 means a 34% yield). The reactants are [Br:1][C:2]1[CH:3]=[C:4]([N+:12]([O-:14])=[O:13])[C:5]2[N:9]=[CH:8][N:7]([CH3:10])[C:6]=2[CH:11]=1.[Br:15]N1C(=O)CCC1=O. The catalyst is ClC(Cl)C. The product is [Br:15][C:8]1[N:7]([CH3:10])[C:6]2[CH:11]=[C:2]([Br:1])[CH:3]=[C:4]([N+:12]([O-:14])=[O:13])[C:5]=2[N:9]=1. The yield is 0.570.